From a dataset of Forward reaction prediction with 1.9M reactions from USPTO patents (1976-2016). Predict the product of the given reaction. Given the reactants [BH4-].[Na+].CO.[CH3:5][O:6][C:7](=[O:33])[CH2:8][O:9][CH2:10][C:11]#[C:12][CH2:13][N:14]1[C:19](=[O:20])[CH2:18][CH2:17][CH2:16][C@@H:15]1[CH2:21][CH2:22][C:23](=[O:32])[CH2:24][C:25]1[CH:30]=[CH:29][CH:28]=[C:27]([Cl:31])[CH:26]=1, predict the reaction product. The product is: [CH3:5][O:6][C:7](=[O:33])[CH2:8][O:9][CH2:10][C:11]#[C:12][CH2:13][N:14]1[C:19](=[O:20])[CH2:18][CH2:17][CH2:16][C@@H:15]1[CH2:21][CH2:22][CH:23]([OH:32])[CH2:24][C:25]1[CH:30]=[CH:29][CH:28]=[C:27]([Cl:31])[CH:26]=1.